From a dataset of Catalyst prediction with 721,799 reactions and 888 catalyst types from USPTO. Predict which catalyst facilitates the given reaction. Product: [C:10]([O:14][C:15]([NH:17][C:18]1[O:26][C:25]2[C:20](=[N:21][CH:22]=[C:23]([CH2:27][N:7]3[CH2:8][CH2:9][CH:5]([O:4][CH2:2][CH3:3])[CH2:6]3)[CH:24]=2)[C:19]=1[C:29]([NH:31][C:32]1[CH:33]=[N:34][CH:35]=[CH:36][C:37]=1[N:38]1[CH2:43][C@H:42]([C:44]([F:46])([F:45])[F:47])[CH2:41][C@H:40]([NH:48][C:49](=[O:55])[O:50][C:51]([CH3:54])([CH3:53])[CH3:52])[CH2:39]1)=[O:30])=[O:16])([CH3:12])([CH3:13])[CH3:11]. The catalyst class is: 26. Reactant: Cl.[CH2:2]([O:4][CH:5]1[CH2:9][CH2:8][NH:7][CH2:6]1)[CH3:3].[C:10]([O:14][C:15]([NH:17][C:18]1[O:26][C:25]2[C:20](=[N:21][CH:22]=[C:23]([CH:27]=O)[CH:24]=2)[C:19]=1[C:29]([NH:31][C:32]1[CH:33]=[N:34][CH:35]=[CH:36][C:37]=1[N:38]1[CH2:43][C@H:42]([C:44]([F:47])([F:46])[F:45])[CH2:41][C@H:40]([NH:48][C:49](=[O:55])[O:50][C:51]([CH3:54])([CH3:53])[CH3:52])[CH2:39]1)=[O:30])=[O:16])([CH3:13])([CH3:12])[CH3:11].C(O[BH-](OC(=O)C)OC(=O)C)(=O)C.[Na+].